This data is from Reaction yield outcomes from USPTO patents with 853,638 reactions. The task is: Predict the reaction yield, written as a fraction of the theoretical maximum amount of product (1.0 means a 100% yield; for example, 0.34 means a 34% yield). (1) The reactants are [CH3:1][O:2][C:3]1[CH:4]=[C:5]2[C:10](=[CH:11][C:12]=1[O:13][CH3:14])[N:9]=[CH:8][CH:7]=[C:6]2[O:15][C:16]1[CH:21]=[C:20]([CH3:22])[C:19]([CH3:23])=[CH:18][C:17]=1[C:24](=O)[CH3:25].[N:27]1[CH:32]=[CH:31][CH:30]=[CH:29][C:28]=1[NH:33][NH2:34].O. The catalyst is C(O)C.[O-]S(C(F)(F)F)(=O)=O.[Yb+3].[O-]S(C(F)(F)F)(=O)=O.[O-]S(C(F)(F)F)(=O)=O. The product is [CH3:1][O:2][C:3]1[CH:4]=[C:5]2[C:10](=[CH:11][C:12]=1[O:13][CH3:14])[N:9]=[CH:8][CH:7]=[C:6]2[O:15][C:16]1[CH:21]=[C:20]([CH3:22])[C:19]([CH3:23])=[CH:18][C:17]=1[C:24](=[N:34][NH:33][C:28]1[CH:29]=[CH:30][CH:31]=[CH:32][N:27]=1)[CH3:25]. The yield is 0.390. (2) The reactants are [CH:1]([C@H:4]1[CH2:8][O:7][C:6](=[O:9])[N:5]1[C:10]1[CH:15]=[CH:14][N:13]=[C:12]([NH:16][C@H:17]([CH:19]2[CH2:24][CH2:23][NH:22][CH2:21][CH2:20]2)[CH3:18])[N:11]=1)([CH3:3])[CH3:2].[C:25]1(=O)[CH2:28]C[CH2:26]1.C(O[BH-](OC(=O)C)OC(=O)C)(=O)C.[Na+]. The catalyst is C1COCC1. The product is [CH:1]([C@H:4]1[CH2:8][O:7][C:6](=[O:9])[N:5]1[C:10]1[CH:15]=[CH:14][N:13]=[C:12]([NH:16][C@H:17]([CH:19]2[CH2:24][CH2:23][N:22]([CH:25]([CH3:28])[CH3:26])[CH2:21][CH2:20]2)[CH3:18])[N:11]=1)([CH3:2])[CH3:3]. The yield is 0.620.